Dataset: Full USPTO retrosynthesis dataset with 1.9M reactions from patents (1976-2016). Task: Predict the reactants needed to synthesize the given product. (1) The reactants are: [NH:1]1[C:9]2[CH:8]=[CH:7][CH:6]=[C:5](B(O)O)[C:4]=2[CH:3]=[CH:2]1.[C:13]1([CH3:23])[CH:18]=[CH:17][C:16]([S:19]([OH:22])(=[O:21])=[O:20])=[CH:15][CH:14]=1.C1(C)C=CC(S(O)(=O)=O)=CC=1.N1C=C([C:40]2[S:44][C:43]([O:45][C@@H:46]3[CH:53]4[CH2:54][N:49]5[CH2:50][CH:51]([CH2:55][CH:47]3[CH2:48]5)[CH2:52]4)=[N:42]C=2)C=N1.[NH3:56]. Given the product [C:13]1([CH3:23])[CH:14]=[CH:15][C:16]([S:19]([OH:22])(=[O:20])=[O:21])=[CH:17][CH:18]=1.[NH:1]1[C:9]2[C:4](=[C:5]([C:40]3[S:44][C:43]([O:45][C@@H:46]4[CH:53]5[CH2:54][N:49]6[CH2:50][CH:51]([CH2:55][CH:47]4[CH2:48]6)[CH2:52]5)=[N:42][N:56]=3)[CH:6]=[CH:7][CH:8]=2)[CH:3]=[CH:2]1, predict the reactants needed to synthesize it. (2) Given the product [Br:1][C:2]1[CH:3]=[C:4]([C:8](=[O:18])[C:9]([C:10]2[CH:15]=[CH:14][N:13]=[C:12]([S:16][CH3:17])[N:11]=2)=[N:19][OH:20])[CH:5]=[CH:6][CH:7]=1, predict the reactants needed to synthesize it. The reactants are: [Br:1][C:2]1[CH:3]=[C:4]([C:8](=[O:18])[CH2:9][C:10]2[CH:15]=[CH:14][N:13]=[C:12]([S:16][CH3:17])[N:11]=2)[CH:5]=[CH:6][CH:7]=1.[N:19]([O-])=[O:20].[Na+]. (3) Given the product [CH2:1]([C:8]1[O:9][C:10]2[CH:31]=[CH:30][CH:29]=[CH:28][C:11]=2[C:12]=1[C:13]1[CH:18]=[CH:17][C:16]([C:19]2[CH:20]=[C:21]([Br:27])[C:22]([O:26][C@@H:35]([CH2:37][C:38]3[CH:43]=[CH:42][CH:41]=[CH:40][CH:39]=3)[C:34]([OH:44])=[O:33])=[C:23]([Br:25])[CH:24]=2)=[CH:15][CH:14]=1)[C:2]1[CH:3]=[CH:4][CH:5]=[CH:6][CH:7]=1, predict the reactants needed to synthesize it. The reactants are: [CH2:1]([C:8]1[O:9][C:10]2[CH:31]=[CH:30][CH:29]=[CH:28][C:11]=2[C:12]=1[C:13]1[CH:18]=[CH:17][C:16]([C:19]2[CH:24]=[C:23]([Br:25])[C:22]([OH:26])=[C:21]([Br:27])[CH:20]=2)=[CH:15][CH:14]=1)[C:2]1[CH:7]=[CH:6][CH:5]=[CH:4][CH:3]=1.C[O:33][C:34](=[O:44])[C@@H:35]([CH2:37][C:38]1[CH:43]=[CH:42][CH:41]=[CH:40][CH:39]=1)O. (4) The reactants are: [O:1]1[CH2:6][CH2:5][CH:4]([NH2:7])[CH2:3][CH2:2]1.C(N(CC)CC)C.[Br:15][C:16]1[CH:21]=[CH:20][C:19]([S:22](Cl)(=[O:24])=[O:23])=[C:18]([CH3:26])[CH:17]=1.O. Given the product [Br:15][C:16]1[CH:21]=[CH:20][C:19]([S:22]([NH:7][CH:4]2[CH2:5][CH2:6][O:1][CH2:2][CH2:3]2)(=[O:24])=[O:23])=[C:18]([CH3:26])[CH:17]=1, predict the reactants needed to synthesize it. (5) Given the product [N+:1]([C:4]1[CH:9]=[CH:8][CH:7]=[CH:6][C:5]=1[S:10]([N:13]([CH2:14][CH2:15][C:16]1[CH:17]=[N:18][CH:19]=[CH:20][CH:21]=1)[CH2:34][CH2:35][CH2:36][O:37][C:38]1[CH:54]=[CH:53][C:41]2[N:42]([CH3:52])[C:43](=[O:51])[C:44]([CH3:49])([CH3:50])[C:45](=[O:48])[N:46]([CH3:47])[C:40]=2[CH:39]=1)(=[O:11])=[O:12])([O-:3])=[O:2], predict the reactants needed to synthesize it. The reactants are: [N+:1]([C:4]1[CH:9]=[CH:8][CH:7]=[CH:6][C:5]=1[S:10]([NH:13][CH2:14][CH2:15][C:16]1[CH:17]=[N:18][CH:19]=[CH:20][CH:21]=1)(=[O:12])=[O:11])([O-:3])=[O:2].C(=O)([O-])[O-].[K+].[K+].CN(C=O)C.I[CH2:34][CH2:35][CH2:36][O:37][C:38]1[CH:54]=[CH:53][C:41]2[N:42]([CH3:52])[C:43](=[O:51])[C:44]([CH3:50])([CH3:49])[C:45](=[O:48])[N:46]([CH3:47])[C:40]=2[CH:39]=1. (6) Given the product [CH3:33][C:23]([NH:22][C:18]1[CH:17]=[C:16]([CH:11]2[C:10]([CH3:34])([CH3:35])[CH2:9][C:8]3[C:13](=[CH:14][CH:15]=[C:6]([C:4]([OH:5])=[O:3])[CH:7]=3)[NH:12]2)[CH:21]=[CH:20][CH:19]=1)([CH3:32])[C:24]([N:26]1[CH2:27][CH2:28][O:29][CH2:30][CH2:31]1)=[O:25], predict the reactants needed to synthesize it. The reactants are: C([O:3][C:4]([C:6]1[CH:7]=[C:8]2[C:13](=[CH:14][CH:15]=1)[NH:12][CH:11]([C:16]1[CH:21]=[CH:20][CH:19]=[C:18]([NH:22][C:23]([CH3:33])([CH3:32])[C:24]([N:26]3[CH2:31][CH2:30][O:29][CH2:28][CH2:27]3)=[O:25])[CH:17]=1)[C:10]([CH3:35])([CH3:34])[CH2:9]2)=[O:5])C.Cl. (7) The reactants are: C([O:4][CH2:5][CH2:6][O:7][C:8]1[C:12]([C:13]2[CH:21]=[CH:20][C:16]3[O:17][CH2:18][O:19][C:15]=3[CH:14]=2)=[C:11]([NH2:22])[N:10]([CH3:23])[N:9]=1)(=O)C.[CH:24]([C:27]1[CH:28]=[CH:29][C:30]([S:33](Cl)(=[O:35])=[O:34])=[N:31][CH:32]=1)([CH3:26])[CH3:25].C(O)(=O)CC(CC(O)=O)(C(O)=O)O. Given the product [O:17]1[C:16]2[CH:20]=[CH:21][C:13]([C:12]3[C:8]([O:7][CH2:6][CH2:5][OH:4])=[N:9][N:10]([CH3:23])[C:11]=3[NH:22][S:33]([C:30]3[CH:29]=[CH:28][C:27]([CH:24]([CH3:26])[CH3:25])=[CH:32][N:31]=3)(=[O:34])=[O:35])=[CH:14][C:15]=2[O:19][CH2:18]1, predict the reactants needed to synthesize it.